From a dataset of Plasma protein binding rate (PPBR) regression data from AstraZeneca. Regression/Classification. Given a drug SMILES string, predict its absorption, distribution, metabolism, or excretion properties. Task type varies by dataset: regression for continuous measurements (e.g., permeability, clearance, half-life) or binary classification for categorical outcomes (e.g., BBB penetration, CYP inhibition). For this dataset (ppbr_az), we predict Y. (1) The drug is CC(C)Cn1c(=O)n(C)c(=O)c2c(C(=O)N3C[C@H](O)CO3)c(Cc3ccnc4ccccc34)sc21. The Y is 75.1 %. (2) The compound is O=C(NCc1ccc(OC(F)(F)F)cc1)C1c2cccc(O)c2C(=O)N1CCc1ncc(F)cn1. The Y is 98.2 %. (3) The drug is Cc1ccc(S(=O)(=O)Nc2c(C(=O)NC3CCOCC3)c(C)nn2-c2ccccc2)cc1. The Y is 97.4 %. (4) The molecule is O=C(Nc1ccncc1)c1cccc2ccccc12. The Y is 93.1 %.